Dataset: Forward reaction prediction with 1.9M reactions from USPTO patents (1976-2016). Task: Predict the product of the given reaction. (1) Given the reactants C(OC([N:8]1[CH2:13][CH2:12][CH:11]([N:14](C(OC(C)(C)C)=O)[C:15]2[CH:20]=[CH:19][C:18]([O:21][CH2:22][C:23]#[N:24])=[CH:17][N:16]=2)[CH2:10][CH2:9]1)=O)(C)(C)C.FC(F)(F)C(O)=O.C(=O)([O-])[O-].[K+].[K+], predict the reaction product. The product is: [NH:8]1[CH2:13][CH2:12][CH:11]([NH:14][C:15]2[N:16]=[CH:17][C:18]([O:21][CH2:22][C:23]#[N:24])=[CH:19][CH:20]=2)[CH2:10][CH2:9]1. (2) The product is: [Br:1][C:2]1[CH:7]=[CH:6][CH:5]=[C:4]2[C:3]=1[NH:8][C:19](=[O:20])[CH2:21]2. Given the reactants [Br:1][C:2]1(CC(O)=O)[CH:7]=[CH:6][CH:5]=[CH:4][CH:3]1[N+:8]([O-])=O.O.CCO[C:19]([CH3:21])=[O:20].CCOC(C)=O.CCCCCC, predict the reaction product. (3) Given the reactants [CH2:1]([O:3][C:4](=[O:10])[CH2:5][NH:6][CH2:7][CH2:8][OH:9])[CH3:2].C(N(CC)CC)C.[F:18][C:19]1[CH:24]=[CH:23][C:22]([S:25](Cl)(=[O:27])=[O:26])=[CH:21][CH:20]=1, predict the reaction product. The product is: [CH2:1]([O:3][C:4](=[O:10])[CH2:5][N:6]([S:25]([C:22]1[CH:23]=[CH:24][C:19]([F:18])=[CH:20][CH:21]=1)(=[O:27])=[O:26])[CH2:7][CH2:8][OH:9])[CH3:2]. (4) Given the reactants [CH2:1]([O:8][C:9]1[CH:18]=[CH:17][CH:16]=[C:15]2[C:10]=1[CH2:11][CH2:12][CH2:13][CH:14]2[C:19]([N:21]([C:28]1[CH:33]=[CH:32][C:31]([CH:34]([CH3:36])[CH3:35])=[CH:30][CH:29]=1)[CH2:22][C:23]1[CH:24]=[N:25][NH:26][CH:27]=1)=[O:20])[C:2]1[CH:7]=[CH:6][CH:5]=[CH:4][CH:3]=1.Br[CH:38]1[CH2:42][CH2:41][CH2:40][CH2:39]1, predict the reaction product. The product is: [CH2:1]([O:8][C:9]1[CH:18]=[CH:17][CH:16]=[C:15]2[C:10]=1[CH2:11][CH2:12][CH2:13][CH:14]2[C:19]([N:21]([CH2:22][C:23]1[CH:27]=[N:26][N:25]([CH:38]2[CH2:42][CH2:41][CH2:40][CH2:39]2)[CH:24]=1)[C:28]1[CH:29]=[CH:30][C:31]([CH:34]([CH3:36])[CH3:35])=[CH:32][CH:33]=1)=[O:20])[C:2]1[CH:3]=[CH:4][CH:5]=[CH:6][CH:7]=1. (5) Given the reactants [Cl:1][C:2]1[CH:3]=[C:4]2[C:10]([C:11]3[N:16]=[C:15]([NH:17][CH:18]4[CH2:23][CH2:22][CH2:21][NH:20][CH2:19]4)[C:14]([F:24])=[CH:13][N:12]=3)=[CH:9][NH:8][C:5]2=[N:6][CH:7]=1.CCN(C(C)C)C(C)C.[CH2:34]([S:37](Cl)(=[O:39])=[O:38])[CH2:35][CH3:36], predict the reaction product. The product is: [Cl:1][C:2]1[CH:3]=[C:4]2[C:10]([C:11]3[N:16]=[C:15]([NH:17][C@@H:18]4[CH2:23][CH2:22][CH2:21][N:20]([S:37]([CH2:34][CH2:35][CH3:36])(=[O:39])=[O:38])[CH2:19]4)[C:14]([F:24])=[CH:13][N:12]=3)=[CH:9][NH:8][C:5]2=[N:6][CH:7]=1. (6) Given the reactants [Cl:1][C:2]1[CH:27]=[CH:26][C:5]2[N:6]3[C:10]([CH2:11][NH:12][CH2:13][C:4]=2[CH:3]=1)=[N:9][N:8]=[C:7]3[CH:14]1[CH2:19][CH2:18][N:17]([C:20]2[N:25]=[CH:24][CH:23]=[CH:22][N:21]=2)[CH2:16][CH2:15]1.[CH3:28][C:29]([CH3:31])=O, predict the reaction product. The product is: [Cl:1][C:2]1[CH:27]=[CH:26][C:5]2[N:6]3[C:10]([CH2:11][N:12]([CH:29]([CH3:31])[CH3:28])[CH2:13][C:4]=2[CH:3]=1)=[N:9][N:8]=[C:7]3[CH:14]1[CH2:19][CH2:18][N:17]([C:20]2[N:21]=[CH:22][CH:23]=[CH:24][N:25]=2)[CH2:16][CH2:15]1. (7) The product is: [OH:24][C:21]1[CH:20]=[CH:19][C:18]([C:16]2[O:17][C:13]3[C:12]([C:27]([CH3:29])=[CH2:28])=[CH:11][C:10]([OH:9])=[CH:26][C:14]=3[N:15]=2)=[CH:23][CH:22]=1. Given the reactants Cl.N1C=CC=CC=1.C[O:9][C:10]1[CH:11]=[C:12]([C:27](O)([CH3:29])[CH3:28])[C:13]2[O:17][C:16]([C:18]3[CH:23]=[CH:22][C:21]([O:24]C)=[CH:20][CH:19]=3)=[N:15][C:14]=2[CH:26]=1, predict the reaction product.